Dataset: Catalyst prediction with 721,799 reactions and 888 catalyst types from USPTO. Task: Predict which catalyst facilitates the given reaction. (1) Reactant: [CH3:1][N:2]1[C:6]([C:7]([OH:9])=[O:8])=[CH:5][C:4]([CH2:10][CH2:11][CH3:12])=[N:3]1.[N+:13]([O-])([OH:15])=[O:14].O. Product: [CH3:1][N:2]1[C:6]([C:7]([OH:9])=[O:8])=[C:5]([N+:13]([O-:15])=[O:14])[C:4]([CH2:10][CH2:11][CH3:12])=[N:3]1. The catalyst class is: 65. (2) Reactant: [Cl:1][C:2]1[CH:3]=[C:4]([CH:8]2[C:12]([C:15]3[CH:20]=[CH:19][C:18]([Cl:21])=[CH:17][CH:16]=3)([C:13]#[N:14])[CH:11]([CH2:22][C:23]([CH3:26])([CH3:25])[CH3:24])[NH:10][CH:9]2[C:27](O)=[O:28])[CH:5]=[CH:6][CH:7]=1.[NH2:30][CH2:31][CH:32]1[CH2:37][CH2:36][O:35][CH2:34][CH2:33]1.CN(C(ON1N=NC2C=CC=NC1=2)=[N+](C)C)C.F[P-](F)(F)(F)(F)F.CCN(C(C)C)C(C)C. Product: [O:35]1[CH2:36][CH2:37][CH:32]([CH2:31][NH:30][C:27]([CH:9]2[CH:8]([C:4]3[CH:5]=[CH:6][CH:7]=[C:2]([Cl:1])[CH:3]=3)[C:12]([C:15]3[CH:16]=[CH:17][C:18]([Cl:21])=[CH:19][CH:20]=3)([C:13]#[N:14])[CH:11]([CH2:22][C:23]([CH3:25])([CH3:26])[CH3:24])[NH:10]2)=[O:28])[CH2:33][CH2:34]1. The catalyst class is: 2.